Dataset: Full USPTO retrosynthesis dataset with 1.9M reactions from patents (1976-2016). Task: Predict the reactants needed to synthesize the given product. Given the product [Cl:16][C:17]1[C:25]2[C:20](=[CH:21][CH:22]=[C:23]3[O:30][CH2:29][CH2:28][NH:27][CH:26]([CH3:38])[C:24]3=2)[N:19]([S:12]([C:8]2[CH:9]=[C:10]([CH3:11])[CH:5]=[CH:6][C:7]=2[O:44][CH3:43])(=[O:13])=[O:14])[CH:18]=1, predict the reactants needed to synthesize it. The reactants are: [H-].[Na+].CO[C:5]1[C:10]([CH3:11])=[CH:9][C:8]([S:12](Cl)(=[O:14])=[O:13])=[CH:7][CH:6]=1.[Cl:16][C:17]1[C:25]2[C:20](=[CH:21][CH:22]=[C:23]3[O:30][CH2:29][CH2:28][N:27](C(OC(C)(C)C)=O)[CH:26]([CH3:38])[C:24]3=2)[NH:19][CH:18]=1.O.CN([CH:43]=[O:44])C.